This data is from Full USPTO retrosynthesis dataset with 1.9M reactions from patents (1976-2016). The task is: Predict the reactants needed to synthesize the given product. (1) Given the product [NH2:1][C:2]1[C:10]2[C:9]([C:11]3[CH:16]=[C:15]([O:17][CH3:18])[CH:14]=[CH:13][N:12]=3)=[N:8][C:7]([NH:25][C:26]([CH3:30])([CH3:29])[CH2:27][OH:28])=[N:6][C:5]=2[S:4][C:3]=1[C:22]([NH2:24])=[O:23], predict the reactants needed to synthesize it. The reactants are: [NH2:1][C:2]1[C:10]2[C:9]([C:11]3[CH:16]=[C:15]([O:17][CH3:18])[CH:14]=[CH:13][N:12]=3)=[N:8][C:7](S(C)=O)=[N:6][C:5]=2[S:4][C:3]=1[C:22]([NH2:24])=[O:23].[NH2:25][C:26]([CH3:30])([CH3:29])[CH2:27][OH:28]. (2) Given the product [C:1]1([C:7]2[N:8]=[CH:9][N:10]([C:12]3[CH:13]=[CH:14][C:15]([CH2:18][NH:46][C:21](=[O:26])[O:20][CH2:24][C:23]([NH2:22])=[O:25])=[CH:16][CH:17]=3)[CH:11]=2)[CH:2]=[CH:3][CH:4]=[CH:5][CH:6]=1, predict the reactants needed to synthesize it. The reactants are: [C:1]1([C:7]2[N:8]=[CH:9][N:10]([C:12]3[CH:17]=[CH:16][C:15]([CH2:18]O)=[CH:14][CH:13]=3)[CH:11]=2)[CH:6]=[CH:5][CH:4]=[CH:3][CH:2]=1.[O:20]1[CH2:24][C:23](=[O:25])[NH:22][C:21]1=[O:26].C1(P(C2C=CC=CC=2)C2C=CC=CC=2)C=CC=CC=1.[N:46](C(OC(C)C)=O)=NC(OC(C)C)=O.N. (3) Given the product [Cl:34][CH2:35][C:36]([N:22]1[CH2:23][CH2:24][CH:19]([C:16]2[S:17][CH:18]=[C:14]([C:11]3[CH2:10][CH:9]([C:3]4[C:4]([F:8])=[CH:5][CH:6]=[CH:7][C:2]=4[F:1])[O:13][N:12]=3)[N:15]=2)[CH2:20][CH2:21]1)=[O:37], predict the reactants needed to synthesize it. The reactants are: [F:1][C:2]1[CH:7]=[CH:6][CH:5]=[C:4]([F:8])[C:3]=1[CH:9]1[O:13][N:12]=[C:11]([C:14]2[N:15]=[C:16]([CH:19]3[CH2:24][CH2:23][NH:22][CH2:21][CH2:20]3)[S:17][CH:18]=2)[CH2:10]1.C(N(CC)C(C)C)(C)C.[Cl:34][CH2:35][C:36](Cl)=[O:37].O. (4) Given the product [F:18][C:16]1[CH:17]=[CH:12][C:13]([N+:19]([O-:21])=[O:20])=[C:14]([O:7][CH:4]2[CH2:5][CH2:6][CH:1]([OH:8])[CH2:2][CH2:3]2)[CH:15]=1, predict the reactants needed to synthesize it. The reactants are: [CH:1]1([OH:8])[CH2:6][CH2:5][CH:4]([OH:7])[CH2:3][CH2:2]1.[H-].[Na+].F[C:12]1[CH:17]=[C:16]([F:18])[CH:15]=[CH:14][C:13]=1[N+:19]([O-:21])=[O:20]. (5) Given the product [C:1]([O:5][C:6]([N:8]1[CH2:13][CH2:12][CH:11]([N:17]([CH2:15][CH3:16])[S:26]([C:23]2[CH:22]=[CH:21][C:20]([O:19][CH3:18])=[CH:25][CH:24]=2)(=[O:28])=[O:27])[CH2:10][CH2:9]1)=[O:7])([CH3:4])([CH3:3])[CH3:2], predict the reactants needed to synthesize it. The reactants are: [C:1]([O:5][C:6]([N:8]1[CH2:13][CH2:12][C:11](=O)[CH2:10][CH2:9]1)=[O:7])([CH3:4])([CH3:3])[CH3:2].[CH2:15]([NH2:17])[CH3:16].[CH3:18][O:19][C:20]1[CH:25]=[CH:24][C:23]([S:26](Cl)(=[O:28])=[O:27])=[CH:22][CH:21]=1. (6) Given the product [Cl:5][C:6]1[CH:7]=[C:8]([CH:27]=[CH:28][CH:29]=1)[C:9]([N:11]1[C:19]2[C:14](=[CH:15][C:16]([OH:20])=[CH:17][CH:18]=2)[C:13]([CH2:22][C:23]([OH:25])=[O:24])=[C:12]1[CH3:26])=[O:10], predict the reactants needed to synthesize it. The reactants are: B(Br)(Br)Br.[Cl:5][C:6]1[CH:7]=[C:8]([CH:27]=[CH:28][CH:29]=1)[C:9]([N:11]1[C:19]2[C:14](=[CH:15][C:16]([O:20]C)=[CH:17][CH:18]=2)[C:13]([CH2:22][C:23]([OH:25])=[O:24])=[C:12]1[CH3:26])=[O:10]. (7) Given the product [CH2:1]([O:8][C:9](=[O:32])[C:24]1[CH:23]=[C:22]([OH:29])[C:21]([F:20])=[C:26]([F:27])[CH:25]=1)[CH3:2], predict the reactants needed to synthesize it. The reactants are: [CH2:1]([O:8][C:9]1C=CC(Br)=CC=1C(C)(C)C)[C:2]1C=CC=CC=1.[F:20][C:21]1[C:26]([F:27])=[CH:25][C:24](Br)=[CH:23][C:22]=1[OH:29].CC[OH:32]. (8) Given the product [CH3:1][C@@H:2]1[N:7]2[C:8]3[C:17]4[C:12](=[CH:13][C:14]([CH2:18][CH2:19][S:20]([CH3:23])(=[O:21])=[O:22])=[CH:15][CH:16]=4)[N:11]=[C:10]([NH2:36])[C:9]=3[N:24]=[C:6]2[CH2:5][O:4][CH2:3]1, predict the reactants needed to synthesize it. The reactants are: [CH3:1][C@@H:2]1[N:7]2[C:8]3[C:17]4[C:12](=[CH:13][C:14]([CH2:18][CH2:19][S:20]([CH3:23])(=[O:22])=[O:21])=[CH:15][CH:16]=4)[N:11]=[CH:10][C:9]=3[N:24]=[C:6]2[CH2:5][O:4][CH2:3]1.C1C=C(Cl)C=C(C(OO)=O)C=1.[NH4+:36].[OH-].C1(C)C=CC(S(Cl)(=O)=O)=CC=1. (9) Given the product [F:11][C:9]1[CH:8]=[C:7]([C:12]2[CH:20]=[CH:19][C:15]([C:16]([NH:28][CH2:27][CH2:26][CH2:25][O:24][CH2:21][CH2:22][CH3:23])=[O:18])=[CH:14][N:13]=2)[CH:6]=[C:5]([F:4])[CH:10]=1, predict the reactants needed to synthesize it. The reactants are: N=C=N.[F:4][C:5]1[CH:6]=[C:7]([C:12]2[CH:20]=[CH:19][C:15]([C:16]([OH:18])=O)=[CH:14][N:13]=2)[CH:8]=[C:9]([F:11])[CH:10]=1.[CH2:21]([O:24][CH2:25][CH2:26][CH2:27][NH2:28])[CH2:22][CH3:23]. (10) Given the product [ClH:37].[N+:25]([C:21]1[CH:20]=[C:19]([NH:18][C:11]2([C:14]([O:16][CH3:17])=[O:15])[CH2:10][CH2:9][NH:8][CH2:13][CH2:12]2)[CH:24]=[CH:23][CH:22]=1)([O-:27])=[O:26], predict the reactants needed to synthesize it. The reactants are: C([N:8]1[CH2:13][CH2:12][C:11]([NH:18][C:19]2[CH:24]=[CH:23][CH:22]=[C:21]([N+:25]([O-:27])=[O:26])[CH:20]=2)([C:14]([O:16][CH3:17])=[O:15])[CH2:10][CH2:9]1)C1C=CC=CC=1.C(N(C(C)C)CC)(C)C.[Cl:37]C(OC(Cl)C)=O.